Regression/Classification. Given a drug SMILES string, predict its absorption, distribution, metabolism, or excretion properties. Task type varies by dataset: regression for continuous measurements (e.g., permeability, clearance, half-life) or binary classification for categorical outcomes (e.g., BBB penetration, CYP inhibition). Dataset: cyp3a4_veith. From a dataset of CYP3A4 inhibition data for predicting drug metabolism from PubChem BioAssay. (1) The molecule is Cn1cc(C(=O)N/N=C/C(Br)=C\c2ccccc2)ccc1=O. The result is 0 (non-inhibitor). (2) The compound is COc1cc2nc(N(C)CCCNC(=O)[C@@H]3CCCO3)nc(N)c2cc1OC. The result is 0 (non-inhibitor). (3) The molecule is CS(=O)(=O)N1CCC[C@@]2(CCN(C(=O)Nc3ccccc3)C2)C1. The result is 0 (non-inhibitor). (4) The drug is CC1(C)CC(=O)C2=C(C1)N(c1ccc(F)cc1)C(N)=C(C#N)C2c1cccs1. The result is 1 (inhibitor). (5) The molecule is COc1ccccc1CNc1ccnc(-c2ccccc2C(F)(F)F)n1. The result is 1 (inhibitor). (6) The drug is CCN(CC)c1ccc2cc(C(C)=O)c(=O)oc2c1. The result is 0 (non-inhibitor). (7) The molecule is FC(F)(F)c1ccccc1-c1nccc(N2CCNCC2)n1. The result is 0 (non-inhibitor). (8) The drug is COc1ccc(S(=O)(=O)NCc2ccc(C(=O)N3CCN(c4ccccn4)CC3)cc2)cc1. The result is 1 (inhibitor).